Predict the product of the given reaction. From a dataset of Forward reaction prediction with 1.9M reactions from USPTO patents (1976-2016). (1) Given the reactants [C:1]([O:5][C:6]([NH:8][C@@H:9]([CH3:40])[C:10]([NH:12][CH2:13][C:14]1[CH:15]=[C:16]([N:20]2[C:24]([NH:25]C(=O)OCC3C=CC=CC=3)=[CH:23][C:22]([C:36]([F:39])([F:38])[F:37])=[N:21]2)[CH:17]=[CH:18][CH:19]=1)=[O:11])=[O:7])([CH3:4])([CH3:3])[CH3:2].[H][H], predict the reaction product. The product is: [NH2:25][C:24]1[N:20]([C:16]2[CH:15]=[C:14]([CH:19]=[CH:18][CH:17]=2)[CH2:13][NH:12][C:10](=[O:11])[C@@H:9]([NH:8][C:6](=[O:7])[O:5][C:1]([CH3:4])([CH3:3])[CH3:2])[CH3:40])[N:21]=[C:22]([C:36]([F:38])([F:39])[F:37])[CH:23]=1. (2) Given the reactants Cl.[CH3:2][N:3]1[CH:7]=[C:6]([NH:8][C:9]([C:11]2[N:12]([CH3:40])[CH:13]=[C:14]([NH:16][C:17]([C:19]3[N:20]([CH3:39])[CH:21]=[C:22]([NH:24][C:25]([C:27]4[N:28]([CH3:38])[CH:29]=[C:30]([NH:32][C:33](=[O:37])[C:34]([Br:36])=[CH2:35])[CH:31]=4)=[O:26])[CH:23]=3)=[O:18])[CH:15]=2)=[O:10])[CH:5]=[C:4]1[C:41]([NH:43][CH2:44][CH2:45][C:46](N)=[NH:47])=[O:42].C1(=O)OC(=O)CC1.C([O-])([O-])=O.[K+].[K+], predict the reaction product. The product is: [CH3:2][N:3]1[CH:7]=[C:6]([NH:8][C:9]([C:11]2[N:12]([CH3:40])[CH:13]=[C:14]([NH:16][C:17]([C:19]3[N:20]([CH3:39])[CH:21]=[C:22]([NH:24][C:25]([C:27]4[N:28]([CH3:38])[CH:29]=[C:30]([NH:32][C:33](=[O:37])[C:34]([Br:36])=[CH2:35])[CH:31]=4)=[O:26])[CH:23]=3)=[O:18])[CH:15]=2)=[O:10])[CH:5]=[C:4]1[C:41]([NH:43][CH2:44][CH2:45][C:46]#[N:47])=[O:42]. (3) Given the reactants [C:1]([C:5]1[N:9]([CH2:10][CH:11]2[CH2:16][CH2:15][C:14]([F:18])([F:17])[CH2:13][CH2:12]2)[C:8]2[CH:19]=[CH:20][C:21]([C:23](O)=[O:24])=[CH:22][C:7]=2[N:6]=1)([CH3:4])([CH3:3])[CH3:2].CCN(C(C)C)C(C)C.CN(C(ON1N=NC2C=CC=NC1=2)=[N+](C)C)C.F[P-](F)(F)(F)(F)F.[C:59]([NH:66][CH:67]1[CH2:72][CH2:71][NH:70][CH2:69][CH2:68]1)([O:61][C:62]([CH3:65])([CH3:64])[CH3:63])=[O:60], predict the reaction product. The product is: [C:62]([O:61][C:59](=[O:60])[NH:66][CH:67]1[CH2:72][CH2:71][N:70]([C:23]([C:21]2[CH:20]=[CH:19][C:8]3[N:9]([CH2:10][CH:11]4[CH2:16][CH2:15][C:14]([F:18])([F:17])[CH2:13][CH2:12]4)[C:5]([C:1]([CH3:2])([CH3:3])[CH3:4])=[N:6][C:7]=3[CH:22]=2)=[O:24])[CH2:69][CH2:68]1)([CH3:65])([CH3:63])[CH3:64]. (4) Given the reactants C[O:2][C:3]1[CH:4]=[C:5]([N:9]2[C:13]3[CH:14]=[CH:15][CH:16]=[C:17]([C:18]([F:21])([F:20])[F:19])[C:12]=3[N:11]=[C:10]2[CH3:22])[CH:6]=[CH:7][CH:8]=1.Cl.N1C=CC=CC=1, predict the reaction product. The product is: [CH3:22][C:10]1[N:9]([C:5]2[CH:4]=[C:3]([OH:2])[CH:8]=[CH:7][CH:6]=2)[C:13]2[CH:14]=[CH:15][CH:16]=[C:17]([C:18]([F:20])([F:19])[F:21])[C:12]=2[N:11]=1. (5) Given the reactants [N:1]12[CH2:8][CH2:7][C:4]([C:9]([C:17]3[CH:22]=[CH:21][CH:20]=[CH:19][CH:18]=3)([C:11]3[CH:16]=[CH:15][CH:14]=[CH:13][CH:12]=3)[OH:10])([CH2:5][CH2:6]1)[CH2:3][CH2:2]2.[Br:23][CH2:24][CH2:25][CH2:26][CH3:27], predict the reaction product. The product is: [Br-:23].[CH2:24]([N+:1]12[CH2:6][CH2:5][C:4]([C:9]([OH:10])([C:17]3[CH:22]=[CH:21][CH:20]=[CH:19][CH:18]=3)[C:11]3[CH:12]=[CH:13][CH:14]=[CH:15][CH:16]=3)([CH2:3][CH2:2]1)[CH2:7][CH2:8]2)[CH2:25][CH2:26][CH3:27]. (6) Given the reactants C(OC([N:8]1[CH2:13][CH2:12][CH:11]([NH:14][C:15]2[CH:20]=[C:19]([CH3:21])[N:18]=[C:17]([Cl:22])[N:16]=2)[CH2:10][CH2:9]1)=O)(C)(C)C, predict the reaction product. The product is: [ClH:22].[ClH:22].[Cl:22][C:17]1[N:16]=[C:15]([NH:14][CH:11]2[CH2:12][CH2:13][NH:8][CH2:9][CH2:10]2)[CH:20]=[C:19]([CH3:21])[N:18]=1. (7) Given the reactants [CH2:1]([S:16][CH:17]([CH2:21][CH3:22])[C:18]([OH:20])=[O:19])[CH2:2]/[CH:3]=[CH:4]\[CH2:5]/[CH:6]=[CH:7]\[CH2:8]/[CH:9]=[CH:10]\[CH2:11]/[CH:12]=[CH:13]\[CH2:14][CH3:15].C1C=C(Cl)C=C(C(OO)=[O:31])C=1, predict the reaction product. The product is: [CH2:1]([S:16]([CH:17]([CH2:21][CH3:22])[C:18]([OH:20])=[O:19])=[O:31])[CH2:2]/[CH:3]=[CH:4]\[CH2:5]/[CH:6]=[CH:7]\[CH2:8]/[CH:9]=[CH:10]\[CH2:11]/[CH:12]=[CH:13]\[CH2:14][CH3:15]. (8) Given the reactants C([N:14]1[CH2:17][CH:16]([S:18][C:19]2[CH:24]=[CH:23][C:22]([Cl:25])=[CH:21][CH:20]=2)[CH2:15]1)(C1C=CC=CC=1)C1C=CC=CC=1.ClC(OC(Cl)=O)C, predict the reaction product. The product is: [Cl:25][C:22]1[CH:21]=[CH:20][C:19]([S:18][CH:16]2[CH2:17][NH:14][CH2:15]2)=[CH:24][CH:23]=1. (9) Given the reactants [Br:1][C:2]1[C:3]([CH3:11])=[C:4]([CH:8]=[CH:9][CH:10]=1)[C:5]([OH:7])=[O:6].[C:12](=O)([O-])[O-].[Cs+].[Cs+].IC.C(OCC)(=O)C, predict the reaction product. The product is: [Br:1][C:2]1[C:3]([CH3:11])=[C:4]([CH:8]=[CH:9][CH:10]=1)[C:5]([O:7][CH3:12])=[O:6].